Task: Predict the reaction yield, written as a fraction of the theoretical maximum amount of product (1.0 means a 100% yield; for example, 0.34 means a 34% yield).. Dataset: Reaction yield outcomes from USPTO patents with 853,638 reactions (1) The reactants are CN(C=O)C.[N:6]1([C:11]2[CH:16]=[CH:15][C:14]([S:17]([OH:20])(=O)=[O:18])=[CH:13][CH:12]=2)[CH2:10][CH2:9][CH2:8][CH2:7]1.C(Cl)(=O)C([Cl:24])=O. The catalyst is ClCCl. The product is [N:6]1([C:11]2[CH:16]=[CH:15][C:14]([S:17]([Cl:24])(=[O:20])=[O:18])=[CH:13][CH:12]=2)[CH2:10][CH2:9][CH2:8][CH2:7]1. The yield is 0.190. (2) The reactants are [CH2:1]([O:8][C:9]([N:11]1[CH2:16][CH2:15][NH:14][CH2:13][CH:12]1[C:17](=[O:22])[N:18]([O:20][CH3:21])[CH3:19])=[O:10])[C:2]1[CH:7]=[CH:6][CH:5]=[CH:4][CH:3]=1.C=O.[C:25](O[BH-](OC(=O)C)OC(=O)C)(=O)C.[Na+]. The catalyst is ClCCCl. The product is [CH2:1]([O:8][C:9]([N:11]1[CH2:16][CH2:15][N:14]([CH3:25])[CH2:13][CH:12]1[C:17](=[O:22])[N:18]([O:20][CH3:21])[CH3:19])=[O:10])[C:2]1[CH:3]=[CH:4][CH:5]=[CH:6][CH:7]=1. The yield is 0.960. (3) The yield is 0.410. No catalyst specified. The reactants are F[C:2]1[CH:7]=[C:6]([C:8]2[S:12][C:11]([NH2:13])=[N:10][C:9]=2[C:14]2[CH:19]=[CH:18][CH:17]=[C:16]([CH3:20])[CH:15]=2)[CH:5]=[CH:4][N:3]=1.[CH2:21]([NH2:28])[C:22]1[CH:27]=[CH:26][CH:25]=[CH:24][CH:23]=1.C(=O)([O-])O.[Na+]. The product is [CH2:21]([NH:28][C:2]1[CH:7]=[C:6]([C:8]2[S:12][C:11]([NH2:13])=[N:10][C:9]=2[C:14]2[CH:19]=[CH:18][CH:17]=[C:16]([CH3:20])[CH:15]=2)[CH:5]=[CH:4][N:3]=1)[C:22]1[CH:27]=[CH:26][CH:25]=[CH:24][CH:23]=1. (4) The reactants are [C:1]([C:5]1[O:9][N:8]=[C:7]([NH:10][C:11]([NH:13][C:14]2[CH:19]=[CH:18][CH:17]=[C:16]([S:20][C:21]3[C:30]4[C:25](=[CH:26][C:27]([O:35][CH3:36])=[C:28]([O:31][CH2:32][CH2:33]Cl)[CH:29]=4)[N:24]=[CH:23][N:22]=3)[CH:15]=2)=[O:12])[CH:6]=1)([CH3:4])([CH3:3])[CH3:2].[CH3:37][N:38]1[CH2:43][CH2:42][NH:41][CH2:40][CH2:39]1. No catalyst specified. The product is [C:1]([C:5]1[O:9][N:8]=[C:7]([NH:10][C:11]([NH:13][C:14]2[CH:19]=[CH:18][CH:17]=[C:16]([S:20][C:21]3[C:30]4[C:25](=[CH:26][C:27]([O:35][CH3:36])=[C:28]([O:31][CH2:32][CH2:33][N:41]5[CH2:42][CH2:43][N:38]([CH3:37])[CH2:39][CH2:40]5)[CH:29]=4)[N:24]=[CH:23][N:22]=3)[CH:15]=2)=[O:12])[CH:6]=1)([CH3:4])([CH3:3])[CH3:2]. The yield is 0.220. (5) The reactants are [C:1]1([OH:7])[CH:6]=[CH:5][CH:4]=[CH:3][CH:2]=1.Br[CH2:9][CH2:10][CH2:11]Cl.C(=O)([O-])[O-].[K+].[K+].Cl.[CH3:20][C@@H:21]1[CH2:25][CH2:24][CH2:23][NH:22]1.[I-].[Na+]. The catalyst is C(#N)C. The product is [CH3:9][C@@H:10]1[CH2:11][CH2:20][CH2:21][N:22]1[CH2:23][CH2:24][CH2:25][O:7][C:1]1[CH:6]=[CH:5][CH:4]=[CH:3][CH:2]=1. The yield is 0.770. (6) The reactants are [F:1][C:2]1[C:7]2[O:8][CH2:9][O:10][C:6]=2[CH:5]=[C:4]([CH2:11]O)[CH:3]=1.C([O-])(O)=O.[Na+].O=S(Cl)[Cl:20]. No catalyst specified. The product is [Cl:20][CH2:11][C:4]1[CH:3]=[C:2]([F:1])[C:7]2[O:8][CH2:9][O:10][C:6]=2[CH:5]=1. The yield is 0.920.